Dataset: Catalyst prediction with 721,799 reactions and 888 catalyst types from USPTO. Task: Predict which catalyst facilitates the given reaction. Reactant: C([O:3][C:4](=[O:47])[CH2:5][CH2:6][CH2:7][NH:8][C@H:9]([C:41]1[CH:46]=[CH:45][CH:44]=[CH:43][CH:42]=1)[CH2:10][N:11]1[C:16](=[O:17])[C:15]([C:18]2[CH:23]=[CH:22][CH:21]=[C:20]([O:24][CH3:25])[C:19]=2[F:26])=[C:14]([CH3:27])[N:13]([CH2:28][C:29]2[C:34]([C:35]([F:38])([F:37])[F:36])=[CH:33][CH:32]=[CH:31][C:30]=2[F:39])[C:12]1=[O:40])C.[OH-].[Na+:49].O. Product: [Na+:49].[F:26][C:19]1[C:20]([O:24][CH3:25])=[CH:21][CH:22]=[CH:23][C:18]=1[C:15]1[C:16](=[O:17])[N:11]([CH2:10][C@H:9]([NH:8][CH2:7][CH2:6][CH2:5][C:4]([O-:47])=[O:3])[C:41]2[CH:42]=[CH:43][CH:44]=[CH:45][CH:46]=2)[C:12](=[O:40])[N:13]([CH2:28][C:29]2[C:34]([C:35]([F:38])([F:36])[F:37])=[CH:33][CH:32]=[CH:31][C:30]=2[F:39])[C:14]=1[CH3:27]. The catalyst class is: 6.